Dataset: Peptide-MHC class I binding affinity with 185,985 pairs from IEDB/IMGT. Task: Regression. Given a peptide amino acid sequence and an MHC pseudo amino acid sequence, predict their binding affinity value. This is MHC class I binding data. (1) The peptide sequence is RIRAANLPI. The MHC is HLA-B15:42 with pseudo-sequence HLA-B15:42. The binding affinity (normalized) is 0.213. (2) The peptide sequence is ATPQDLNTM. The MHC is HLA-A03:01 with pseudo-sequence HLA-A03:01. The binding affinity (normalized) is 0.0847.